From a dataset of Peptide-MHC class II binding affinity with 134,281 pairs from IEDB. Regression. Given a peptide amino acid sequence and an MHC pseudo amino acid sequence, predict their binding affinity value. This is MHC class II binding data. (1) The peptide sequence is FHVRGARRSGDVLWD. The MHC is DRB1_1301 with pseudo-sequence DRB1_1301. The binding affinity (normalized) is 0.507. (2) The peptide sequence is IDKFLANVSTVLTGK. The MHC is DRB1_0404 with pseudo-sequence DRB1_0404. The binding affinity (normalized) is 0.767. (3) The peptide sequence is AAAHAGTTVYGAFAA. The MHC is HLA-DPA10103-DPB10601 with pseudo-sequence HLA-DPA10103-DPB10601. The binding affinity (normalized) is 0.